From a dataset of Reaction yield outcomes from USPTO patents with 853,638 reactions. Predict the reaction yield, written as a fraction of the theoretical maximum amount of product (1.0 means a 100% yield; for example, 0.34 means a 34% yield). (1) The reactants are C[O:2][C:3](=[O:27])[C:4]1[CH:9]=[CH:8][C:7]([C:10]2[CH:11]=[C:12]3[C:16](=[CH:17][CH:18]=2)[NH:15][C:14]([C:19]2[CH:24]=[CH:23][CH:22]=[CH:21][C:20]=2[Cl:25])=[CH:13]3)=[C:6]([CH3:26])[CH:5]=1.[OH-].[K+]. The catalyst is CCO.O. The product is [Cl:25][C:20]1[CH:21]=[CH:22][CH:23]=[CH:24][C:19]=1[C:14]1[NH:15][C:16]2[C:12]([CH:13]=1)=[CH:11][C:10]([C:7]1[CH:8]=[CH:9][C:4]([C:3]([OH:27])=[O:2])=[CH:5][C:6]=1[CH3:26])=[CH:18][CH:17]=2. The yield is 0.990. (2) The yield is 0.910. No catalyst specified. The product is [Cl:32][C:33]1[CH:38]=[CH:37][C:36]([S:39]([N:42]([CH2:43][C:44]2[CH:49]=[CH:48][C:47]([C:50]#[N:51])=[CH:46][CH:45]=2)[CH2:54][N:55]2[C:64]3[C:59](=[CH:60][CH:61]=[CH:62][CH:63]=3)[CH:58]=[CH:57][CH2:56]2)(=[O:40])=[O:41])=[CH:35][CH:34]=1. The reactants are COC1C=C(C=CC=1)CN(CC1C=CC(C(OC)=O)=CC=1)S(C1C=CC(Cl)=CC=1)(=O)=O.[Cl:32][C:33]1[CH:38]=[CH:37][C:36]([S:39]([NH:42][CH2:43][C:44]2[CH:49]=[CH:48][C:47]([C:50]#[N:51])=[CH:46][CH:45]=2)(=[O:41])=[O:40])=[CH:35][CH:34]=1.Br.Br[CH2:54][N:55]1[C:64]2[C:59](=[CH:60][CH:61]=[CH:62][CH:63]=2)[CH:58]=[CH:57][CH2:56]1. (3) The reactants are [Br:1][C:2]1[CH:3]=[C:4]2[C:8](=[CH:9][CH:10]=1)[NH:7][CH:6]=[CH:5]2.Cl[CH:12]=[CH:13][CH:14]([CH3:16])[CH3:15]. No catalyst specified. The product is [Br:1][C:2]1[CH:3]=[C:4]2[C:8](=[CH:9][CH:10]=1)[N:7]([CH2:12][CH:13]=[C:14]([CH3:16])[CH3:15])[CH:6]=[CH:5]2. The yield is 0.960. (4) The reactants are [NH2:1][C:2]1[CH:3]=[C:4]2[C:20](=[O:21])[NH:19][N:18]=[CH:17][C:6]3=[C:7]([C:11]4[CH:16]=[CH:15][CH:14]=[CH:13][CH:12]=4)[NH:8][C:9]([CH:10]=1)=[C:5]23.[C:22](O)(=[O:29])[C:23]1[CH:28]=[CH:27][CH:26]=[CH:25][CH:24]=1.C(N(CC)CC)C.F[P-](F)(F)(F)(F)F.N1(OC(N(C)C)=[N+](C)C)C2N=CC=CC=2N=N1. The catalyst is C(Cl)Cl.CN(C)C=O.CO.CCCCCC. The product is [O:21]=[C:20]1[C:4]2[C:5]3[C:6](=[C:7]([C:11]4[CH:12]=[CH:13][CH:14]=[CH:15][CH:16]=4)[NH:8][C:9]=3[CH:10]=[C:2]([NH:1][C:22](=[O:29])[C:23]3[CH:28]=[CH:27][CH:26]=[CH:25][CH:24]=3)[CH:3]=2)[CH:17]=[N:18][NH:19]1. The yield is 0.640. (5) The reactants are [CH3:1][N:2]([CH:10]1[CH2:15][CH2:14][N:13]([CH3:16])[CH2:12][CH2:11]1)[C:3]1[CH:8]=[CH:7][CH:6]=[C:5]([NH2:9])[N:4]=1.[F:17][C:18]1[CH:26]=[CH:25][CH:24]=[C:23]([F:27])[C:19]=1[C:20]([Cl:22])=[O:21]. The catalyst is O1CCOCC1. The product is [ClH:22].[F:17][C:18]1[CH:26]=[CH:25][CH:24]=[C:23]([F:27])[C:19]=1[C:20]([NH:9][C:5]1[CH:6]=[CH:7][CH:8]=[C:3]([N:2]([CH3:1])[CH:10]2[CH2:15][CH2:14][N:13]([CH3:16])[CH2:12][CH2:11]2)[N:4]=1)=[O:21]. The yield is 0.800. (6) The reactants are [C:1]([O:9][CH2:10][C@@:11]1([C:26]#[CH:27])[O:15][C@@H:14]([N:16]2[CH:24]=[C:22]([CH3:23])[C:20](=[O:21])[NH:19][C:17]2=[O:18])[CH2:13][C@H:12]1[OH:25])(=[O:8])[C:2]1[CH:7]=[CH:6][CH:5]=[CH:4][CH:3]=1.[CH3:28][S:29](Cl)(=[O:31])=[O:30]. The catalyst is N1C=CC=CC=1. The product is [C:1]([O:9][CH2:10][C@@:11]1([C:26]#[CH:27])[O:15][C@@H:14]([N:16]2[CH:24]=[C:22]([CH3:23])[C:20](=[O:21])[NH:19][C:17]2=[O:18])[CH2:13][C@H:12]1[O:25][S:29]([CH3:28])(=[O:31])=[O:30])(=[O:8])[C:2]1[CH:3]=[CH:4][CH:5]=[CH:6][CH:7]=1. The yield is 0.780. (7) The yield is 0.980. The product is [F:19][C:20]([F:33])([F:32])[S:21]([O:17][C:14]1[CH:15]=[CH:16][C:11]([C:7]([CH3:10])([CH3:8])[CH3:9])=[C:12]([Cl:18])[CH:13]=1)(=[O:23])=[O:22]. The reactants are N1C=CC=CC=1.[C:7]([C:11]1[CH:16]=[CH:15][C:14]([OH:17])=[CH:13][C:12]=1[Cl:18])([CH3:10])([CH3:9])[CH3:8].[F:19][C:20]([F:33])([F:32])[S:21](O[S:21]([C:20]([F:33])([F:32])[F:19])(=[O:23])=[O:22])(=[O:23])=[O:22]. The catalyst is C(Cl)Cl. (8) The reactants are CCN(C(C)C)C(C)C.OC(C(F)(F)F)=O.[NH2:17][CH2:18][C:19]([N:21]1[CH2:26][CH2:25][N:24]([C:27](=[O:38])[C:28]2[CH:33]=[CH:32][CH:31]=[CH:30][C:29]=2[C:34]([F:37])([F:36])[F:35])[CH2:23][CH2:22]1)=[O:20].C1C=CC2N(O)N=NC=2C=1.CCN=C=NCCCN(C)C.Cl.[N+:61]([C:64]1[O:68][C:67]([C:69](O)=[O:70])=[CH:66][CH:65]=1)([O-:63])=[O:62]. The catalyst is CN(C=O)C.O. The product is [O:20]=[C:19]([N:21]1[CH2:22][CH2:23][N:24]([C:27](=[O:38])[C:28]2[CH:33]=[CH:32][CH:31]=[CH:30][C:29]=2[C:34]([F:37])([F:35])[F:36])[CH2:25][CH2:26]1)[CH2:18][NH:17][C:69]([C:67]1[O:68][C:64]([N+:61]([O-:63])=[O:62])=[CH:65][CH:66]=1)=[O:70]. The yield is 0.491. (9) The reactants are [N+:1]([C:4]1[CH:12]=[C:11]2[C:7]([C:8]([C:13]3[CH2:18][CH2:17][CH:16]([NH:19][CH2:20][CH2:21][CH3:22])[CH2:15][CH:14]=3)=[CH:9][NH:10]2)=[CH:6][CH:5]=1)([O-:3])=[O:2].CCN(CC)CC.[CH3:30][C:31]([O:34][C:35](O[C:35]([O:34][C:31]([CH3:33])([CH3:32])[CH3:30])=[O:36])=[O:36])([CH3:33])[CH3:32]. The catalyst is O1CCOCC1. The product is [N+:1]([C:4]1[CH:12]=[C:11]2[C:7]([C:8]([C:13]3[CH2:18][CH2:17][CH:16]([N:19]([CH2:20][CH2:21][CH3:22])[C:35](=[O:36])[O:34][C:31]([CH3:33])([CH3:32])[CH3:30])[CH2:15][CH:14]=3)=[CH:9][NH:10]2)=[CH:6][CH:5]=1)([O-:3])=[O:2]. The yield is 0.900.